From a dataset of Reaction yield outcomes from USPTO patents with 853,638 reactions. Predict the reaction yield, written as a fraction of the theoretical maximum amount of product (1.0 means a 100% yield; for example, 0.34 means a 34% yield). (1) The reactants are CC(C)([O-])C.[K+].[Cl:7][C:8]1[CH:13]=[C:12]([Cl:14])[CH:11]=[CH:10][C:9]=1[SH:15].Cl[C:17]1[CH:18]=[CH:19][C:20](=[O:23])[NH:21][N:22]=1.[OH-].[K+]. The catalyst is CN(C)C=O.O. The product is [Cl:7][C:8]1[CH:13]=[C:12]([Cl:14])[CH:11]=[CH:10][C:9]=1[S:15][C:17]1[CH:18]=[CH:19][C:20](=[O:23])[NH:21][N:22]=1. The yield is 0.150. (2) The reactants are Cl.[CH2:2]([N:4]([CH2:8][CH3:9])[CH2:5][CH2:6][SH:7])[CH3:3].[OH-].[Na+].[Cl:12][CH2:13][CH2:14][N:15]([CH2:39][CH2:40][Cl:41])[P:16]([N:32]([CH2:36][CH2:37][Cl:38])[CH2:33][CH2:34][Cl:35])(=[O:31])[O:17][CH2:18][CH2:19]OS(C1C=CC(Br)=CC=1)(=O)=O. The catalyst is CO. The product is [Cl:41][CH2:40][CH2:39][N:15]([CH2:14][CH2:13][Cl:12])[P:16]([N:32]([CH2:36][CH2:37][Cl:38])[CH2:33][CH2:34][Cl:35])(=[O:31])[O:17][CH2:18][CH2:19][S:7][CH2:6][CH2:5][N:4]([CH2:8][CH3:9])[CH2:2][CH3:3]. The yield is 0.420.